This data is from Peptide-MHC class II binding affinity with 134,281 pairs from IEDB. The task is: Regression. Given a peptide amino acid sequence and an MHC pseudo amino acid sequence, predict their binding affinity value. This is MHC class II binding data. (1) The peptide sequence is VVIEELFNRIPETSV. The MHC is DRB3_0202 with pseudo-sequence DRB3_0202. The binding affinity (normalized) is 0.436. (2) The peptide sequence is PCREQDELIGRGRVS. The MHC is HLA-DQA10102-DQB10501 with pseudo-sequence HLA-DQA10102-DQB10501. The binding affinity (normalized) is 0.519. (3) The MHC is HLA-DQA10103-DQB10603 with pseudo-sequence HLA-DQA10103-DQB10603. The binding affinity (normalized) is 0. The peptide sequence is VLTRLEAWLTEHGCN.